Dataset: Reaction yield outcomes from USPTO patents with 853,638 reactions. Task: Predict the reaction yield, written as a fraction of the theoretical maximum amount of product (1.0 means a 100% yield; for example, 0.34 means a 34% yield). (1) The reactants are [BH4-].[Na+].[C:3]([C:6]1[CH:13]=[C:12]([Cl:14])[C:9]([C:10]#[N:11])=[C:8]([Br:15])[C:7]=1[O:16][CH2:17][CH3:18])(=[O:5])[CH3:4].CO. No catalyst specified. The product is [Br:15][C:8]1[C:7]([O:16][CH2:17][CH3:18])=[C:6]([CH:3]([OH:5])[CH3:4])[CH:13]=[C:12]([Cl:14])[C:9]=1[C:10]#[N:11]. The yield is 1.00. (2) The reactants are [CH3:1][C:2]([CH3:22])([CH3:21])[C:3]#[C:4][C:5]1[CH:10]=[C:9]([N+:11]([O-:13])=[O:12])[C:8](F)=[CH:7][C:6]=1[NH:15]C(=O)CCC.[CH3:23][C:24]([O-:27])([CH3:26])[CH3:25].[K+].O. The catalyst is CN(C=O)C. The product is [C:24]([O:27][C:8]1[CH:7]=[C:6]2[C:5]([CH:4]=[C:3]([C:2]([CH3:1])([CH3:21])[CH3:22])[NH:15]2)=[CH:10][C:9]=1[N+:11]([O-:13])=[O:12])([CH3:26])([CH3:25])[CH3:23]. The yield is 0.210. (3) The reactants are [F:1][C:2]1[CH:23]=[CH:22][C:5]([CH2:6][N:7]2[CH2:11][CH2:10][N:9]([C:12]3[CH:13]=[C:14]([CH:18]=[CH:19][N:20]=3)[C:15]([OH:17])=O)[C:8]2=[O:21])=[CH:4][CH:3]=1.[CH3:24][N:25]1CCOCC1.ClC(OCC(C)C)=O.Cl.CN. The catalyst is O1CCCC1. The product is [F:1][C:2]1[CH:23]=[CH:22][C:5]([CH2:6][N:7]2[CH2:11][CH2:10][N:9]([C:12]3[CH:13]=[C:14]([CH:18]=[CH:19][N:20]=3)[C:15]([NH:25][CH3:24])=[O:17])[C:8]2=[O:21])=[CH:4][CH:3]=1. The yield is 0.430. (4) The reactants are [N+:1]([C:4]1[CH:9]=[CH:8][C:7]([S:10]([CH3:17])(=[N:12][C:13](=O)[CH2:14][CH3:15])=[O:11])=[CH:6][CH:5]=1)([O-:3])=[O:2].B.O1CCCC1.O.CO. The catalyst is ClCCl. The product is [N+:1]([C:4]1[CH:5]=[CH:6][C:7]([S:10]([CH3:17])(=[N:12][CH2:13][CH2:14][CH3:15])=[O:11])=[CH:8][CH:9]=1)([O-:3])=[O:2]. The yield is 0.440.